From a dataset of Reaction yield outcomes from USPTO patents with 853,638 reactions. Predict the reaction yield, written as a fraction of the theoretical maximum amount of product (1.0 means a 100% yield; for example, 0.34 means a 34% yield). The reactants are [CH:1]([C:3]1[CH:8]=[CH:7][C:6]([S:9]([C:12]2[CH:17]=[CH:16][CH:15]=[CH:14][C:13]=2[F:18])(=[O:11])=[O:10])=[CH:5][N:4]=1)=[CH2:2].[F:19][C:20]1[CH:25]=[C:24]([F:26])[CH:23]=[CH:22][C:21]=1B(O)O.C(=O)([O-])[O-].[Na+].[Na+]. The catalyst is O.C1CC=CCCC=C1.C1CC=CCCC=C1.[Cl-].[Cl-].[Rh].[Rh]. The product is [F:19][C:20]1[CH:25]=[C:24]([F:26])[CH:23]=[CH:22][C:21]=1[CH2:2][CH2:1][C:3]1[CH:8]=[CH:7][C:6]([S:9]([C:12]2[CH:17]=[CH:16][CH:15]=[CH:14][C:13]=2[F:18])(=[O:10])=[O:11])=[CH:5][N:4]=1. The yield is 0.140.